This data is from Forward reaction prediction with 1.9M reactions from USPTO patents (1976-2016). The task is: Predict the product of the given reaction. (1) Given the reactants Cl.[NH2:2][C@H:3]1[CH2:8][CH2:7][C@H:6]([NH:9][C:10]([C:12]2[C:16]3=[N:17][CH:18]=[CH:19][C:20]([C:21]4[CH:26]=[C:25]([CH3:27])[CH:24]=[CH:23][C:22]=4[O:28][CH2:29][CH:30]4[CH2:32][CH2:31]4)=[C:15]3[NH:14][C:13]=2[CH3:33])=[O:11])[CH2:5][CH2:4]1.C([O:37][CH2:38][C:39](Cl)=[O:40])(=O)C, predict the reaction product. The product is: [CH:30]1([CH2:29][O:28][C:22]2[CH:23]=[CH:24][C:25]([CH3:27])=[CH:26][C:21]=2[C:20]2[CH:19]=[CH:18][N:17]=[C:16]3[C:12]([C:10]([NH:9][C@H:6]4[CH2:7][CH2:8][C@H:3]([NH:2][C:38](=[O:37])[CH2:39][OH:40])[CH2:4][CH2:5]4)=[O:11])=[C:13]([CH3:33])[NH:14][C:15]=23)[CH2:31][CH2:32]1. (2) Given the reactants [CH2:1]([O:3][C:4]([C:6]1[NH:7][C:8]2[C:13]([CH:14]=1)=[CH:12][C:11]([OH:15])=[CH:10][CH:9]=2)=[O:5])[CH3:2].Br[CH2:17][C:18]([O:20][C:21]([CH3:24])([CH3:23])[CH3:22])=[O:19].C(=O)([O-])[O-].[Cs+].[Cs+], predict the reaction product. The product is: [CH2:1]([O:3][C:4]([C:6]1[NH:7][C:8]2[C:13]([CH:14]=1)=[CH:12][C:11]([O:15][CH2:17][C:18]([O:20][C:21]([CH3:24])([CH3:23])[CH3:22])=[O:19])=[CH:10][CH:9]=2)=[O:5])[CH3:2]. (3) Given the reactants [C:1]([C:4]1[CH:5]=[C:6]([C:10]2[CH:15]=[CH:14][CH:13]=[C:12]([C:16]([OH:18])=[O:17])[CH:11]=2)[CH:7]=[CH:8][CH:9]=1)(=O)[CH3:2].[NH:19]([C:21]1[S:22][C:23]2[CH:29]=[CH:28][CH:27]=[CH:26][C:24]=2[N:25]=1)[NH2:20], predict the reaction product. The product is: [S:22]1[C:23]2[CH:29]=[CH:28][CH:27]=[CH:26][C:24]=2[N:25]=[C:21]1[NH:19][N:20]=[C:1]([C:4]1[CH:5]=[C:6]([C:10]2[CH:15]=[CH:14][CH:13]=[C:12]([C:16]([OH:18])=[O:17])[CH:11]=2)[CH:7]=[CH:8][CH:9]=1)[CH3:2]. (4) Given the reactants C(OC(=O)[NH:7][C:8]1[CH:13]=[C:12]([CH3:14])[C:11]([C:15]([F:18])([F:17])[F:16])=[CH:10][C:9]=1[NH:19][C:20](=[O:42])[CH2:21][C:22]([C:24]1[CH:29]=[CH:28][CH:27]=[C:26]([C:30]2[CH:35]=[CH:34][N:33]=[C:32]([N:36]3[CH2:41][CH2:40][O:39][CH2:38][CH2:37]3)[CH:31]=2)[CH:25]=1)=O)(C)(C)C.C(O)(C(F)(F)F)=O, predict the reaction product. The product is: [CH3:14][C:12]1[C:11]([C:15]([F:16])([F:17])[F:18])=[CH:10][C:9]2[NH:19][C:20](=[O:42])[CH2:21][C:22]([C:24]3[CH:29]=[CH:28][CH:27]=[C:26]([C:30]4[CH:35]=[CH:34][N:33]=[C:32]([N:36]5[CH2:37][CH2:38][O:39][CH2:40][CH2:41]5)[CH:31]=4)[CH:25]=3)=[N:7][C:8]=2[CH:13]=1. (5) Given the reactants Br[C:2]1[C:11]2[CH2:10][CH2:9][CH2:8][C@@H:7]([NH:12][C:13](=[O:15])[CH3:14])[C:6]=2[CH:5]=[N:4][CH:3]=1.[C:16]([C:18]1[CH:23]=[CH:22][C:21](B(O)O)=[CH:20][CH:19]=1)#[N:17], predict the reaction product. The product is: [C:16]([C:18]1[CH:23]=[CH:22][C:21]([C:2]2[C:11]3[CH2:10][CH2:9][CH2:8][C@@H:7]([NH:12][C:13](=[O:15])[CH3:14])[C:6]=3[CH:5]=[N:4][CH:3]=2)=[CH:20][CH:19]=1)#[N:17]. (6) Given the reactants Cl[C:2]1[C:3]([C:11]([O:13][CH2:14][CH3:15])=[O:12])=[N:4][N:5]([CH3:10])[C:6](=[O:9])[C:7]=1[CH3:8].[F:16][C:17]1[CH:23]=[C:22]([S:24][CH3:25])[CH:21]=[CH:20][C:18]=1[NH2:19], predict the reaction product. The product is: [F:16][C:17]1[CH:23]=[C:22]([S:24][CH3:25])[CH:21]=[CH:20][C:18]=1[NH:19][C:2]1[C:3]([C:11]([O:13][CH2:14][CH3:15])=[O:12])=[N:4][N:5]([CH3:10])[C:6](=[O:9])[C:7]=1[CH3:8]. (7) Given the reactants [CH2:1]([N:8]1[CH2:13][CH2:12][CH:11]([C:14]([NH:16][C:17]2[CH:22]=[CH:21][C:20]([CH2:23][NH:24][C:25]3[C:34]4[C:29](=[CH:30][C:31](I)=[CH:32][CH:33]=4)[N:28]=[C:27]([N:36]([CH3:38])[CH3:37])[N:26]=3)=[CH:19][CH:18]=2)=[O:15])[CH2:10][CH2:9]1)[C:2]1[CH:7]=[CH:6][CH:5]=[CH:4][CH:3]=1.[CH2:39]([Sn](CCCC)(CCCC)C=C)[CH2:40]CC.O, predict the reaction product. The product is: [CH2:1]([N:8]1[CH2:13][CH2:12][CH:11]([C:14]([NH:16][C:17]2[CH:22]=[CH:21][C:20]([CH2:23][NH:24][C:25]3[C:34]4[C:29](=[CH:30][C:31]([CH:39]=[CH2:40])=[CH:32][CH:33]=4)[N:28]=[C:27]([N:36]([CH3:38])[CH3:37])[N:26]=3)=[CH:19][CH:18]=2)=[O:15])[CH2:10][CH2:9]1)[C:2]1[CH:7]=[CH:6][CH:5]=[CH:4][CH:3]=1. (8) Given the reactants [NH2:1][C:2]1[C:7]([Cl:8])=[CH:6][CH:5]=[CH:4][C:3]=1[OH:9].Cl.C(O[C:14](=N)[CH2:15][C:16]([O:18][CH2:19][CH3:20])=[O:17])C, predict the reaction product. The product is: [Cl:8][C:7]1[C:2]2[N:1]=[C:14]([CH2:15][C:16]([O:18][CH2:19][CH3:20])=[O:17])[O:9][C:3]=2[CH:4]=[CH:5][CH:6]=1. (9) Given the reactants [Cl:1][C:2]1[CH:7]=[CH:6][CH:5]=[CH:4][C:3]=1[C:8]1[C:13]([Cl:14])=[CH:12][C:11]([CH:15]=[CH2:16])=[C:10]([NH2:17])[CH:9]=1.[BH4-].[Na+], predict the reaction product. The product is: [Cl:1][C:2]1[CH:7]=[CH:6][CH:5]=[CH:4][C:3]=1[C:8]1[C:13]([Cl:14])=[CH:12][C:11]([CH2:15][CH3:16])=[C:10]([NH2:17])[CH:9]=1. (10) The product is: [CH3:13][C:14]1[CH:15]=[C:16]([CH:17]=[CH:18][C:19]=1[CH3:20])[O:21][C:2]1[CH:12]=[CH:11][C:5]([C:6]([O:8][CH2:9][CH3:10])=[O:7])=[CH:4][CH:3]=1. Given the reactants Br[C:2]1[CH:12]=[CH:11][C:5]([C:6]([O:8][CH2:9][CH3:10])=[O:7])=[CH:4][CH:3]=1.[CH3:13][C:14]1[CH:15]=[C:16]([OH:21])[CH:17]=[CH:18][C:19]=1[CH3:20], predict the reaction product.